Dataset: Full USPTO retrosynthesis dataset with 1.9M reactions from patents (1976-2016). Task: Predict the reactants needed to synthesize the given product. (1) Given the product [CH2:1]([O:3][C:4]([C:6]1[N:7]([CH2:26][C:27]2[CH:32]=[CH:31][CH:30]=[C:29]([O:33][C:34]3[CH:39]=[CH:38][CH:37]=[CH:36][CH:35]=3)[CH:28]=2)[C:8]2[C:13]([C:14]=1[C:40]1[CH:45]=[CH:44][CH:43]=[CH:42][CH:41]=1)=[CH:12][CH:11]=[C:10]([C:16]1[CH:21]=[CH:20][C:19]([C:22]([CH3:25])([CH3:24])[CH3:23])=[CH:18][CH:17]=1)[CH:9]=2)=[O:5])[CH3:2], predict the reactants needed to synthesize it. The reactants are: [CH2:1]([O:3][C:4]([C:6]1[N:7]([CH2:26][C:27]2[CH:32]=[CH:31][CH:30]=[C:29]([O:33][C:34]3[CH:39]=[CH:38][CH:37]=[CH:36][CH:35]=3)[CH:28]=2)[C:8]2[C:13]([C:14]=1I)=[CH:12][CH:11]=[C:10]([C:16]1[CH:21]=[CH:20][C:19]([C:22]([CH3:25])([CH3:24])[CH3:23])=[CH:18][CH:17]=1)[CH:9]=2)=[O:5])[CH3:2].[C:40]1(B(O)O)[CH:45]=[CH:44][CH:43]=[CH:42][CH:41]=1.[O-]P([O-])([O-])=O.[K+].[K+].[K+].C([O-])(O)=O.[Na+]. (2) Given the product [CH2:26]([O:25][C:20]1[CH:21]=[CH:22][CH:23]=[CH:24][C:19]=1[CH2:18][N:10]1[CH:11]=[C:7]([NH:6][C:4](=[O:5])[C:3]2[C:2]([F:1])=[CH:15][CH:14]=[CH:13][C:12]=2[F:16])[CH:8]=[N:9]1)[CH2:27][CH2:28][CH3:29], predict the reactants needed to synthesize it. The reactants are: [F:1][C:2]1[CH:15]=[CH:14][CH:13]=[C:12]([F:16])[C:3]=1[C:4]([NH:6][C:7]1[CH:8]=[N:9][NH:10][CH:11]=1)=[O:5].Br[CH2:18][C:19]1[CH:24]=[CH:23][CH:22]=[CH:21][C:20]=1[O:25][CH2:26][CH2:27][CH2:28][CH3:29].C(=O)([O-])[O-].[K+].[K+]. (3) The reactants are: Cl.[NH2:2][OH:3].C(=O)([O-])[O-].[Na+].[Na+].[OH:10][CH:11]1[C:19]2[CH:18]=[CH:17][CH:16]=[C:15]([C:20]#[N:21])[C:14]=2[CH2:13][CH2:12]1. Given the product [OH:3][NH:2][C:20]([C:15]1[C:14]2[CH2:13][CH2:12][CH:11]([OH:10])[C:19]=2[CH:18]=[CH:17][CH:16]=1)=[NH:21], predict the reactants needed to synthesize it. (4) Given the product [F:15][C:16]([F:21])([F:20])[C:17]1[NH:1][CH:2]2[CH2:3][N:4]([C:8]([O:10][C:11]([CH3:14])([CH3:13])[CH3:12])=[O:9])[CH2:5][CH:6]2[N:7]=1, predict the reactants needed to synthesize it. The reactants are: [NH2:1][C@H:2]1[C@@H:6]([NH2:7])[CH2:5][N:4]([C:8]([O:10][C:11]([CH3:14])([CH3:13])[CH3:12])=[O:9])[CH2:3]1.[F:15][C:16]([F:21])([F:20])[C:17](=N)N. (5) Given the product [OH:22][C:20]([CH2:19][CH2:18][CH2:17][CH2:16][C@H:15]1[C@@H:11]2[C@@H:12]([NH:8][C:9]([NH:10]2)=[O:30])[CH2:13][S:14]1)=[O:21], predict the reactants needed to synthesize it. The reactants are: C([N:8]1[C@H:12]2[CH2:13][S:14][C@@H:15]([CH2:16][CH2:17][CH2:18][CH2:19][C:20]([OH:22])=[O:21])[C@H:11]2[N:10](CC2C=CC=CC=2)[C:9]1=[O:30])C1C=CC=CC=1.Br.[OH-].[Na+]. (6) The reactants are: [CH:1]1C=CC(C2C=CC(NC3C=CC=CC=3)=CC=2)=CC=1.[OH:20]/[N:21]=[C:22](/Cl)\[C:23]1[CH:28]=[CH:27][CH:26]=[CH:25][CH:24]=1.C(=O)(O)[O-].[Na+].[C:35]([O:38][CH2:39][CH3:40])(=[O:37])[CH3:36]. Given the product [C:23]1([C:22]2[CH:1]=[C:36]([C:35]([O:38][CH2:39][CH3:40])=[O:37])[O:20][N:21]=2)[CH:28]=[CH:27][CH:26]=[CH:25][CH:24]=1, predict the reactants needed to synthesize it. (7) Given the product [ClH:1].[CH:19]1[C:15]2[CH:16]=[CH:17][C:18]3[CH:8]=[CH:9][CH:10]=[CH:11][C:12]=3[C:13](=[C:23]3[CH2:24][CH2:25][N:26]([C:29](=[O:45])[CH2:30][CH2:31][NH:32][CH2:40][C:41]([CH3:43])([CH3:42])[CH3:44])[CH2:27][CH2:28]3)[C:14]=2[CH:22]=[CH:21][CH:20]=1, predict the reactants needed to synthesize it. The reactants are: [ClH:1].O1CCOCC1.[CH:8]1[C:18]2[CH:17]=[CH:16][C:15]3[CH:19]=[CH:20][CH:21]=[CH:22][C:14]=3[C:13](=[C:23]3[CH2:28][CH2:27][N:26]([C:29](=[O:45])[CH2:30][CH2:31][N:32]([CH2:40][C:41]([CH3:44])([CH3:43])[CH3:42])C(=O)OC(C)(C)C)[CH2:25][CH2:24]3)[C:12]=2[CH:11]=[CH:10][CH:9]=1.